Dataset: HIV replication inhibition screening data with 41,000+ compounds from the AIDS Antiviral Screen. Task: Binary Classification. Given a drug SMILES string, predict its activity (active/inactive) in a high-throughput screening assay against a specified biological target. (1) The compound is CC(CNc1ccc(Cl)cc1)(CNc1ccc(Cl)cc1)[N+](=O)[O-]. The result is 0 (inactive). (2) The drug is CN1C(=O)C(=NNC(=S)NC(=O)C23CC4CC(CC(C4)C2)C3)c2ccccc21. The result is 0 (inactive).